Predict which catalyst facilitates the given reaction. From a dataset of Catalyst prediction with 721,799 reactions and 888 catalyst types from USPTO. (1) Reactant: [CH2:1]([O:8][C:9]1[C:14]([CH3:15])=[CH:13][C:12]([C:16]2[NH:25][C:24](=[O:26])[C:23]3[C:18](=[CH:19][C:20]([O:29][CH3:30])=[CH:21][C:22]=3[O:27]C)[N:17]=2)=[CH:11][C:10]=1[CH3:31])[C:2]1[CH:7]=[CH:6][CH:5]=[CH:4][CH:3]=1.[Br-].[Mg+2].[Br-]. Product: [CH2:1]([O:8][C:9]1[C:14]([CH3:15])=[CH:13][C:12]([C:16]2[NH:25][C:24](=[O:26])[C:23]3[C:18](=[CH:19][C:20]([O:29][CH3:30])=[CH:21][C:22]=3[OH:27])[N:17]=2)=[CH:11][C:10]=1[CH3:31])[C:2]1[CH:3]=[CH:4][CH:5]=[CH:6][CH:7]=1. The catalyst class is: 17. (2) Reactant: [CH3:1][C:2]1[C:3]([C:13]2[CH:18]=[CH:17][CH:16]=[CH:15][CH:14]=2)=[C:4]([OH:12])[C:5]2[C:10]([CH:11]=1)=[CH:9][CH:8]=[CH:7][CH:6]=2.[H-].[Na+].F[C:22]1[CH:29]=[CH:28][C:25]([CH:26]=[O:27])=[CH:24][CH:23]=1. Product: [CH3:1][C:2]1[C:3]([C:13]2[CH:18]=[CH:17][CH:16]=[CH:15][CH:14]=2)=[C:4]([O:12][C:22]2[CH:29]=[CH:28][C:25]([CH:26]=[O:27])=[CH:24][CH:23]=2)[C:5]2[C:10]([CH:11]=1)=[CH:9][CH:8]=[CH:7][CH:6]=2. The catalyst class is: 3.